From a dataset of Catalyst prediction with 721,799 reactions and 888 catalyst types from USPTO. Predict which catalyst facilitates the given reaction. (1) Reactant: [CH2:1]([O:4][C@H:5]1[CH2:10][O:9][C:8]([CH3:12])([CH3:11])[O:7][C@H:6]1[CH:13]=[CH2:14])C=C. The catalyst class is: 2. Product: [CH3:12][C:8]1([CH3:11])[O:7][C@H:6]2[CH:13]=[CH:14][CH2:1][O:4][C@H:5]2[CH2:10][O:9]1. (2) Reactant: [Cl:1][C:2]1[CH:21]=[CH:20][C:5]2[N:6]([CH:10]([C:14]3[CH:19]=[CH:18][CH:17]=[CH:16][CH:15]=3)[C:11](O)=[O:12])[C:7](=[O:9])[NH:8][C:4]=2[CH:3]=1.C1C=CC2N(O)N=NC=2C=1.N=C=N.[CH2:35]([N:38]1[CH2:43][CH2:42][N:41]([CH:44]2[CH2:48][CH2:47][NH:46][CH2:45]2)[CH2:40][CH2:39]1)[CH2:36][CH3:37].C(=O)([O-])[O-]. Product: [Cl:1][C:2]1[CH:21]=[CH:20][C:5]2[N:6]([CH:10]([C:14]3[CH:15]=[CH:16][CH:17]=[CH:18][CH:19]=3)[C:11](=[O:12])[N:46]3[CH2:47][CH2:48][CH:44]([N:41]4[CH2:42][CH2:43][N:38]([CH2:35][CH2:36][CH3:37])[CH2:39][CH2:40]4)[CH2:45]3)[C:7](=[O:9])[NH:8][C:4]=2[CH:3]=1. The catalyst class is: 4. (3) Reactant: [CH2:1]([C:4]1[C:8]([CH2:9][CH2:10][CH2:11][OH:12])=[CH:7][N:6]([C:13]2[CH:18]=[CH:17][C:16]([C:19]([F:22])([F:21])[F:20])=[CH:15][CH:14]=2)[N:5]=1)[CH2:2][CH3:3].O[C:24]1[CH:29]=[CH:28][CH:27]=[CH:26][C:25]=1[CH2:30][C:31]([O:33]C)=[O:32].C(P(CCCC)CCCC)CCC.N(C(N1CCCCC1)=O)=NC(N1CCCCC1)=O. Product: [CH2:1]([C:4]1[C:8]([CH2:9][CH2:10][CH2:11][O:12][C:24]2[CH:29]=[CH:28][CH:27]=[CH:26][C:25]=2[CH2:30][C:31]([OH:33])=[O:32])=[CH:7][N:6]([C:13]2[CH:14]=[CH:15][C:16]([C:19]([F:21])([F:22])[F:20])=[CH:17][CH:18]=2)[N:5]=1)[CH2:2][CH3:3]. The catalyst class is: 7. (4) Reactant: [F:1][C:2]1[CH:29]=[CH:28][C:5]([CH2:6][N:7]2[C:19](=[O:20])[C:18]3[C:17]([O:21]COC)=[C:16]4[C:11]([CH:12]=[CH:13][CH:14]=[N:15]4)=[C:10]([O:25][CH3:26])[C:9]=3[C:8]2=[O:27])=[CH:4][CH:3]=1. Product: [F:1][C:2]1[CH:3]=[CH:4][C:5]([CH2:6][N:7]2[C:19](=[O:20])[C:18]3[C:17]([OH:21])=[C:16]4[C:11]([CH:12]=[CH:13][CH:14]=[N:15]4)=[C:10]([O:25][CH3:26])[C:9]=3[C:8]2=[O:27])=[CH:28][CH:29]=1. The catalyst class is: 4. (5) Reactant: N1C=CN=C1.[C:6]([Si:10]([CH3:13])([CH3:12])Cl)([CH3:9])([CH3:8])[CH3:7].[S:14]1[C:18]2[CH:19]=[CH:20][CH:21]=[CH:22][C:17]=2[CH:16]=[C:15]1[CH:23]([C:25]1[CH:30]=[C:29]([Br:31])[CH:28]=[CH:27][C:26]=1[Cl:32])[OH:24].O. Product: [S:14]1[C:18]2[CH:19]=[CH:20][CH:21]=[CH:22][C:17]=2[CH:16]=[C:15]1[CH:23]([C:25]1[CH:30]=[C:29]([Br:31])[CH:28]=[CH:27][C:26]=1[Cl:32])[O:24][Si:10]([C:6]([CH3:9])([CH3:8])[CH3:7])([CH3:13])[CH3:12]. The catalyst class is: 9. (6) Reactant: CC(C)([O-])C.[K+].[F:7][C:8]1[CH:13]=[CH:12][CH:11]=[CH:10][C:9]=1[CH2:14][C:15]#[N:16].[CH2:17]([O:20][CH2:21][CH2:22]OS(C1C=CC(C)=CC=1)(=O)=O)[CH:18]=[CH2:19].C1OCCOCCOCCOCCOCCOC1.[Cl-].[NH4+]. Product: [CH2:17]([O:20][CH2:21][CH2:22][CH:14]([C:9]1[CH:10]=[CH:11][CH:12]=[CH:13][C:8]=1[F:7])[C:15]#[N:16])[CH:18]=[CH2:19]. The catalyst class is: 54. (7) Reactant: [CH2:1]([O:8][C:9]([N:11]1[CH2:16][CH2:15][CH:14]([C:17]2[S:18][CH:19]=[C:20]([C:22]([N:24]3[CH2:30][CH2:29][CH2:28][CH2:27][CH2:26][CH2:25]3)=[O:23])[CH:21]=2)[CH2:13][CH2:12]1)=[O:10])[C:2]1[CH:7]=[CH:6][CH:5]=[CH:4][CH:3]=1.[Cl:31]N1C(=O)CCC1=O. Product: [CH2:1]([O:8][C:9]([N:11]1[CH2:16][CH2:15][CH:14]([C:17]2[S:18][C:19]([Cl:31])=[C:20]([C:22]([N:24]3[CH2:30][CH2:29][CH2:28][CH2:27][CH2:26][CH2:25]3)=[O:23])[CH:21]=2)[CH2:13][CH2:12]1)=[O:10])[C:2]1[CH:3]=[CH:4][CH:5]=[CH:6][CH:7]=1. The catalyst class is: 15.